From a dataset of Full USPTO retrosynthesis dataset with 1.9M reactions from patents (1976-2016). Predict the reactants needed to synthesize the given product. (1) Given the product [CH3:54][N:55]1[CH2:59][CH2:58][CH2:57][CH:56]1[CH2:60][CH2:61][O:62][C:35](=[O:44])[NH:32][C:21]1[C:20]([CH:27]([CH3:29])[CH3:28])=[C:19]2[N:18]([CH:22]=1)[N:17]=[CH:16][N:15]=[C:14]2[NH:13][C:8]1[CH:9]=[CH:10][C:11]([CH3:12])=[C:6]([C:4]([NH:3][O:2][CH3:1])=[O:5])[CH:7]=1, predict the reactants needed to synthesize it. The reactants are: [CH3:1][O:2][NH:3][C:4]([C:6]1[CH:7]=[C:8]([NH:13][C:14]2[C:19]3=[C:20]([CH:27]([CH3:29])[CH3:28])[C:21](C(NC)=O)=[CH:22][N:18]3[N:17]=[CH:16][N:15]=2)[CH:9]=[CH:10][C:11]=1[CH3:12])=[O:5].C([N:32]([CH2:35]C)CC)C.C1(P(N=[N+]=[N-])(C2C=CC=CC=2)=[O:44])C=CC=CC=1.[CH3:54][N:55]1[CH2:59][CH2:58][CH2:57][CH:56]1[CH2:60][CH2:61][OH:62]. (2) Given the product [CH:3]1([CH2:2][C:16]2([N:15]([CH3:28])[CH3:14])[CH2:25][CH2:24][C:19]3([O:23][CH2:22][CH2:21][O:20]3)[CH2:18][CH2:17]2)[CH2:7][CH2:6][CH2:5][CH2:4]1, predict the reactants needed to synthesize it. The reactants are: I[CH2:2][CH:3]1[CH2:7][CH2:6][CH2:5][CH2:4]1.CCOCC.[Mg].[CH3:14][N:15]([CH3:28])[C:16]1(C#N)[CH2:25][CH2:24][C:19]2([O:23][CH2:22][CH2:21][O:20]2)[CH2:18][CH2:17]1. (3) The reactants are: [OH-].[Na+].[CH2:3]([O:5][C:6](=[O:45])[CH2:7][C:8]1[CH:9]=[N:10][CH:11]=[C:12]([C:14]2[CH:19]=[CH:18][C:17]([C:20]([CH2:42][CH3:43])([C:23]3[CH:28]=[CH:27][C:26](/[CH:29]=[CH:30]/[C:31]([OH:40])([C:36]([F:39])([F:38])[F:37])[C:32]([F:35])([F:34])[F:33])=[C:25]([CH3:41])[CH:24]=3)[CH2:21][CH3:22])=[CH:16][C:15]=2[CH3:44])[CH:13]=1)C.Cl. Given the product [CH3:3][O:5][C:6](=[O:45])[CH2:7][C:8]1[CH:9]=[N:10][CH:11]=[C:12]([C:14]2[CH:19]=[CH:18][C:17]([C:20]([CH2:21][CH3:22])([C:23]3[CH:28]=[CH:27][C:26](/[CH:29]=[CH:30]/[C:31]([OH:40])([C:32]([F:33])([F:35])[F:34])[C:36]([F:38])([F:39])[F:37])=[C:25]([CH3:41])[CH:24]=3)[CH2:42][CH3:43])=[CH:16][C:15]=2[CH3:44])[CH:13]=1, predict the reactants needed to synthesize it. (4) Given the product [NH:1]1[CH:5]=[C:4]([C:6]2[CH:7]=[CH:8][C:9]3[N:10]([CH:12]=[C:13]([C:15]([OH:17])=[O:16])[N:14]=3)[CH:11]=2)[N:3]=[N:2]1, predict the reactants needed to synthesize it. The reactants are: [NH:1]1[CH:5]=[C:4]([C:6]2[CH:7]=[CH:8][C:9]3[N:10]([CH:12]=[C:13]([C:15]([O:17]CC)=[O:16])[N:14]=3)[CH:11]=2)[N:3]=[N:2]1.CC(C)(OC(NC1N=C(C2C=CC3N(C=C(C(O)=O)N=3)C=2)C=CC=1)=O)C. (5) Given the product [Cl:8][C:7]1[C:2]([O:24][C:15]2[C:14]([CH3:13])=[CH:19][C:18]([N+:20]([O-:22])=[O:21])=[CH:17][C:16]=2[CH3:23])=[N:3][CH:4]=[C:5]([C:9]([F:12])([F:11])[F:10])[CH:6]=1, predict the reactants needed to synthesize it. The reactants are: Cl[C:2]1[C:7]([Cl:8])=[CH:6][C:5]([C:9]([F:12])([F:11])[F:10])=[CH:4][N:3]=1.[CH3:13][C:14]1[CH:19]=[C:18]([N+:20]([O-:22])=[O:21])[CH:17]=[C:16]([CH3:23])[C:15]=1[OH:24].C(=O)([O-])[O-].[K+].[K+]. (6) Given the product [N+:19]([C:16]1[CH:15]=[CH:14][C:13]([C:12]2[O:22][C:2]3[C:3](=[C:4]([C:5]([OH:7])=[O:6])[CH:8]=[CH:9][CH:10]=3)[N:11]=2)=[CH:18][CH:17]=1)([O-:21])=[O:20], predict the reactants needed to synthesize it. The reactants are: O[C:2]1[C:3]([NH:11][C:12](=[O:22])[C:13]2[CH:18]=[CH:17][C:16]([N+:19]([O-:21])=[O:20])=[CH:15][CH:14]=2)=[C:4]([CH:8]=[CH:9][CH:10]=1)[C:5]([OH:7])=[O:6].CC1C=CC(S(O)(=O)=O)=CC=1. (7) Given the product [N+:1]([C:4]1[CH:5]=[C:6]2[C:11](=[CH:12][CH:13]=1)[N:10]([CH2:22][C:23](=[O:25])[CH3:24])[C:9](=[O:14])[CH2:8][CH2:7]2)([O-:3])=[O:2], predict the reactants needed to synthesize it. The reactants are: [N+:1]([C:4]1[CH:5]=[C:6]2[C:11](=[CH:12][CH:13]=1)[NH:10][C:9](=[O:14])[CH2:8][CH2:7]2)([O-:3])=[O:2].C(=O)([O-])[O-].[K+].[K+].Cl[CH2:22][C:23](=[O:25])[CH3:24].O. (8) Given the product [CH2:17]([C:16]1[CH:15]=[C:6]([C:5]([O:12][CH2:13][CH3:14])=[O:11])[NH:26][N:25]=1)[CH3:18], predict the reactants needed to synthesize it. The reactants are: [O-]CC.[Na+].[C:5]([O:12][CH2:13][CH3:14])(=[O:11])[C:6](OCC)=O.[CH3:15][C:16](=O)[CH2:17][CH3:18].C(O)(=O)C.O.[NH2:25][NH2:26]. (9) Given the product [Cl:15][C:16]1[CH:17]=[CH:18][C:19]([C:22]2[CH:29]=[CH:28][C:27]([O:30][CH3:31])=[CH:26][C:23]=2[CH2:24][O:8][C:5]2[CH:6]=[CH:7][C:2]([I:1])=[CH:3][CH:4]=2)=[CH:20][CH:21]=1, predict the reactants needed to synthesize it. The reactants are: [I:1][C:2]1[CH:7]=[CH:6][C:5]([OH:8])=[CH:4][CH:3]=1.C(=O)([O-])[O-].[K+].[K+].[Cl:15][C:16]1[CH:21]=[CH:20][C:19]([C:22]2[CH:29]=[CH:28][C:27]([O:30][CH3:31])=[CH:26][C:23]=2[CH2:24]Cl)=[CH:18][CH:17]=1. (10) Given the product [OH:48][CH2:49][C:50]1[CH:55]=[CH:54][CH:53]=[CH:52][C:51]=1[O:56][CH2:32][CH2:31][O:30][CH:18]1[CH:17]([C:14]2[CH:13]=[CH:12][C:11]([O:10][CH2:9][CH2:8][CH2:7][O:6][CH2:5][C:4]3[CH:44]=[CH:45][CH:46]=[CH:47][C:3]=3[O:2][CH3:1])=[CH:16][CH:15]=2)[CH2:22][CH2:21][N:20]([C:23]([O:25][C:26]([CH3:27])([CH3:29])[CH3:28])=[O:24])[CH2:19]1, predict the reactants needed to synthesize it. The reactants are: [CH3:1][O:2][C:3]1[CH:47]=[CH:46][CH:45]=[CH:44][C:4]=1[CH2:5][O:6][CH2:7][CH2:8][CH2:9][O:10][C:11]1[CH:16]=[CH:15][C:14]([CH:17]2[CH2:22][CH2:21][N:20]([C:23]([O:25][C:26]([CH3:29])([CH3:28])[CH3:27])=[O:24])[CH2:19][CH:18]2[O:30][CH2:31][CH2:32]OS(C2C=CC(C)=CC=2)(=O)=O)=[CH:13][CH:12]=1.[OH:48][CH2:49][C:50]1[CH:55]=[CH:54][CH:53]=[CH:52][C:51]=1[OH:56].